From a dataset of Full USPTO retrosynthesis dataset with 1.9M reactions from patents (1976-2016). Predict the reactants needed to synthesize the given product. (1) Given the product [CH2:12]([N:19]1[CH2:20][CH2:21][N:22]([C:25]2[CH:26]=[CH:27][C:28]3[O:33][C:2]([C:3]([NH2:5])=[O:4])=[CH:30][C:29]=3[CH:32]=2)[CH2:23][CH2:24]1)[C:13]1[CH:14]=[CH:15][CH:16]=[CH:17][CH:18]=1, predict the reactants needed to synthesize it. The reactants are: Cl[CH2:2][C:3]([NH2:5])=[O:4].C(=O)([O-])[O-].[K+].[K+].[CH2:12]([N:19]1[CH2:24][CH2:23][N:22]([C:25]2[CH:26]=[CH:27][C:28]([OH:33])=[C:29]([CH:32]=2)[CH:30]=O)[CH2:21][CH2:20]1)[C:13]1[CH:18]=[CH:17][CH:16]=[CH:15][CH:14]=1. (2) Given the product [S:1]1[C:5]2[CH:6]=[CH:7][CH:8]=[CH:9][C:4]=2[N:3]=[C:2]1[CH:10]([O:24][C:25]([N:27]1[CH:31]=[CH:30][N:29]=[CH:28]1)=[S:26])[CH:11]1[CH2:16][CH2:15][CH2:14][N:13]([C:17]([O:19][C:20]([CH3:21])([CH3:23])[CH3:22])=[O:18])[CH2:12]1, predict the reactants needed to synthesize it. The reactants are: [S:1]1[C:5]2[CH:6]=[CH:7][CH:8]=[CH:9][C:4]=2[N:3]=[C:2]1[CH:10]([OH:24])[CH:11]1[CH2:16][CH2:15][CH2:14][N:13]([C:17]([O:19][C:20]([CH3:23])([CH3:22])[CH3:21])=[O:18])[CH2:12]1.[C:25](N1C=CN=C1)([N:27]1[CH:31]=[CH:30][N:29]=[CH:28]1)=[S:26]. (3) Given the product [CH3:1][C:2]1[C:7]([CH:8]([CH2:41][C:42]2[CH:47]=[CH:46][CH:45]=[CH:44][CH:43]=2)[C:9]([O:11][CH3:12])=[O:10])=[C:6]([C:13]2[CH:18]=[CH:17][C:16]([CH3:19])=[CH:15][CH:14]=2)[N:5]=[C:4]([N:20]2[CH2:21][CH2:22][CH2:23][CH2:24][CH2:25]2)[N:3]=1, predict the reactants needed to synthesize it. The reactants are: [CH3:1][C:2]1[C:7]([CH2:8][C:9]([O:11][CH3:12])=[O:10])=[C:6]([C:13]2[CH:18]=[CH:17][C:16]([CH3:19])=[CH:15][CH:14]=2)[N:5]=[C:4]([N:20]2[CH2:25][CH2:24][CH2:23][CH2:22][CH2:21]2)[N:3]=1.[Li+].C[Si]([N-][Si](C)(C)C)(C)C.C1COCC1.[CH2:41](Br)[C:42]1[CH:47]=[CH:46][CH:45]=[CH:44][CH:43]=1. (4) The reactants are: Cl.[NH2:2][C:3]1[N:8]=[C:7]2[N:9]([CH3:15])[C:10](=[O:14])[C:11]([CH3:13])([CH3:12])[C:6]2=[CH:5][CH:4]=1.[CH3:16][C:17]1[CH:18]=[C:19]([CH:23]=[CH:24][N:25]=1)[C:20](O)=[O:21]. Given the product [CH3:16][C:17]1[CH:18]=[C:19]([CH:23]=[CH:24][N:25]=1)[C:20]([NH:2][C:3]1[N:8]=[C:7]2[N:9]([CH3:15])[C:10](=[O:14])[C:11]([CH3:12])([CH3:13])[C:6]2=[CH:5][CH:4]=1)=[O:21], predict the reactants needed to synthesize it.